Dataset: Full USPTO retrosynthesis dataset with 1.9M reactions from patents (1976-2016). Task: Predict the reactants needed to synthesize the given product. (1) The reactants are: [H-].[Na+].[NH:3]1[C:12]2[C:7](=[CH:8][CH:9]=[CH:10][CH:11]=2)[CH2:6][CH2:5][CH2:4]1.I[CH3:14].O. Given the product [CH3:14][N:3]1[C:12]2[C:7](=[CH:8][CH:9]=[CH:10][CH:11]=2)[CH2:6][CH2:5][CH2:4]1, predict the reactants needed to synthesize it. (2) Given the product [CH3:1][O:2][C:3](=[O:25])[CH2:4][CH2:5][CH2:6][C:7]1[CH:12]=[CH:11][CH:10]=[CH:9][C:8]=1[N:13]([C:15](=[O:24])[C:16]1[CH:21]=[CH:20][C:19]([Cl:22])=[C:18]([B:26]2[O:30][C:29]([CH3:32])([CH3:31])[C:28]([CH3:34])([CH3:33])[O:27]2)[CH:17]=1)[CH3:14], predict the reactants needed to synthesize it. The reactants are: [CH3:1][O:2][C:3](=[O:25])[CH2:4][CH2:5][CH2:6][C:7]1[CH:12]=[CH:11][CH:10]=[CH:9][C:8]=1[N:13]([C:15](=[O:24])[C:16]1[CH:21]=[CH:20][C:19]([Cl:22])=[C:18](Br)[CH:17]=1)[CH3:14].[B:26]1([B:26]2[O:30][C:29]([CH3:32])([CH3:31])[C:28]([CH3:34])([CH3:33])[O:27]2)[O:30][C:29]([CH3:32])([CH3:31])[C:28]([CH3:34])([CH3:33])[O:27]1.C([O-])(=O)C.[K+]. (3) Given the product [Cl:1][C:2]1[CH:3]=[C:4]([CH:21]=[CH:22][CH:23]=1)[CH2:5][NH:6][C:7]1[N:20]=[C:10]2[C:11]([O:18][CH3:19])=[CH:12][C:13]([C:15]([N:27]3[C@H:28]([CH3:31])[CH2:29][O:30][C:25]([CH2:32][CH2:33][OH:34])([CH3:24])[CH2:26]3)=[O:17])=[CH:14][N:9]2[N:8]=1, predict the reactants needed to synthesize it. The reactants are: [Cl:1][C:2]1[CH:3]=[C:4]([CH:21]=[CH:22][CH:23]=1)[CH2:5][NH:6][C:7]1[N:20]=[C:10]2[C:11]([O:18][CH3:19])=[CH:12][C:13]([C:15]([OH:17])=O)=[CH:14][N:9]2[N:8]=1.[CH3:24][C:25]1([CH2:32][CH2:33][OH:34])[O:30][CH2:29][C@@H:28]([CH3:31])[NH:27][CH2:26]1.C(N(CC)C(C)C)(C)C.CN(C(ON1N=NC2C=CC=NC1=2)=[N+](C)C)C.F[P-](F)(F)(F)(F)F. (4) Given the product [CH3:1][S:2]([O:20][CH2:19][C:10]1[C:11]2[C:16](=[CH:15][CH:14]=[CH:13][CH:12]=2)[CH:17]=[CH:18][C:9]=1[O:8][CH:7]([F:21])[F:6])(=[O:4])=[O:3], predict the reactants needed to synthesize it. The reactants are: [CH3:1][S:2](Cl)(=[O:4])=[O:3].[F:6][CH:7]([F:21])[O:8][C:9]1[CH:18]=[CH:17][C:16]2[C:11](=[CH:12][CH:13]=[CH:14][CH:15]=2)[C:10]=1[CH2:19][OH:20]. (5) Given the product [C:45]([O:40][C:2]([CH3:3])([CH2:4][CH2:5][S:6]([N:9]1[CH2:14][CH2:13][C:12]([C:15]2[CH:39]=[CH:38][C:18]3[N:19]=[C:20]([O:22][CH:23]4[CH2:28][CH2:27][N:26]([C:29]5[N:30]=[CH:31][C:32]([CH2:35][CH2:36][CH3:37])=[CH:33][N:34]=5)[CH2:25][CH2:24]4)[S:21][C:17]=3[CH:16]=2)=[CH:11][CH2:10]1)(=[O:7])=[O:8])[CH3:1])(=[O:46])[CH2:44][CH2:43][C:42]([O:48][CH2:49][CH2:50][Si:51]([CH3:52])([CH3:54])[CH3:53])=[O:41], predict the reactants needed to synthesize it. The reactants are: [CH3:1][C:2]([OH:40])([CH2:4][CH2:5][S:6]([N:9]1[CH2:14][CH2:13][C:12]([C:15]2[CH:39]=[CH:38][C:18]3[N:19]=[C:20]([O:22][CH:23]4[CH2:28][CH2:27][N:26]([C:29]5[N:34]=[CH:33][C:32]([CH2:35][CH2:36][CH3:37])=[CH:31][N:30]=5)[CH2:25][CH2:24]4)[S:21][C:17]=3[CH:16]=2)=[CH:11][CH2:10]1)(=[O:8])=[O:7])[CH3:3].[O:41]=[C:42]([O:48][CH2:49][CH2:50][Si:51]([CH3:54])([CH3:53])[CH3:52])[CH2:43][CH2:44][C:45](O)=[O:46].N1(C2C=CN=CC=2)CCCC1.CC(C)N=C=NC(C)C.